Dataset: CYP3A4 inhibition data for predicting drug metabolism from PubChem BioAssay. Task: Regression/Classification. Given a drug SMILES string, predict its absorption, distribution, metabolism, or excretion properties. Task type varies by dataset: regression for continuous measurements (e.g., permeability, clearance, half-life) or binary classification for categorical outcomes (e.g., BBB penetration, CYP inhibition). Dataset: cyp3a4_veith. (1) The compound is COc1ccc(CNC(=O)[C@H]2C[C@@H]2[C@H](NP(=O)(c2ccccc2)c2ccccc2)c2ccccc2)cc1OC. The result is 1 (inhibitor). (2) The result is 0 (non-inhibitor). The drug is COc1cccc(C(=O)NCCN2CCOCC2)c1. (3) The compound is CN(C)C(=O)c1ccc(-c2cncnc2Nc2ccc(F)cc2)cc1. The result is 1 (inhibitor). (4) The molecule is CCOc1ccc(NC(C)=O)cc1. The result is 0 (non-inhibitor). (5) The result is 1 (inhibitor). The molecule is Cc1ccc(S(=O)(=O)N[C@@H](Cc2ccccc2)C(=O)CCl)cc1. (6) The molecule is CC(=O)c1cc(C#N)c(Oc2ccc(F)cc2)nc1C. The result is 0 (non-inhibitor). (7) The result is 1 (inhibitor). The molecule is COC(=O)[C@@]1(Cc2ccc(F)cc2)[C@H]2c3cc(C(=O)N(C)C)n(Cc4cccc5ccccc45)c3C[C@H]2CN1C(=O)c1ccccc1.